Dataset: Full USPTO retrosynthesis dataset with 1.9M reactions from patents (1976-2016). Task: Predict the reactants needed to synthesize the given product. Given the product [CH:16]([C:19]1[CH:24]=[CH:23][C:22]([N:25]([CH2:26][C:27]2[CH:28]=[CH:29][C:30]([O:33][CH3:34])=[CH:31][CH:32]=2)[C:13]([CH:10]2[C:11]3[C:6](=[CH:5][CH:4]=[C:3]([O:2][CH3:1])[CH:12]=3)[CH2:7][CH2:8][CH2:9]2)=[O:15])=[CH:21][CH:20]=1)([CH3:18])[CH3:17], predict the reactants needed to synthesize it. The reactants are: [CH3:1][O:2][C:3]1[CH:12]=[C:11]2[C:6]([CH2:7][CH2:8][CH2:9][CH:10]2[C:13]([OH:15])=O)=[CH:5][CH:4]=1.[CH:16]([C:19]1[CH:24]=[CH:23][C:22]([NH:25][CH2:26][C:27]2[CH:32]=[CH:31][C:30]([O:33][CH3:34])=[CH:29][CH:28]=2)=[CH:21][CH:20]=1)([CH3:18])[CH3:17].